Task: Predict which catalyst facilitates the given reaction.. Dataset: Catalyst prediction with 721,799 reactions and 888 catalyst types from USPTO Reactant: FC(F)(F)C(O)=O.[NH2:8][CH2:9][CH2:10][C:11]1[CH:18]=[CH:17][C:14]([C:15]#[N:16])=[C:13]([CH3:19])[CH:12]=1.C(=O)([O-])[O-].[K+].[K+].Br[CH2:27][CH2:28][CH2:29][O:30][CH3:31]. Product: [CH3:31][O:30][CH2:29][CH2:28][CH2:27][NH:8][CH2:9][CH2:10][C:11]1[CH:18]=[CH:17][C:14]([C:15]#[N:16])=[C:13]([CH3:19])[CH:12]=1. The catalyst class is: 10.